From a dataset of Full USPTO retrosynthesis dataset with 1.9M reactions from patents (1976-2016). Predict the reactants needed to synthesize the given product. (1) Given the product [CH3:25][N:2]([CH3:1])[C:3]([CH2:5][CH2:6][C:7]1[C:8]([S:13]([C:16]2[CH:24]=[CH:23][CH:22]=[CH:21][C:17]=2[C:18]([OH:20])=[O:19])(=[O:15])=[O:14])=[C:9]([CH3:12])[NH:10][C:11]=1[CH:34]=[O:35])=[O:4], predict the reactants needed to synthesize it. The reactants are: [CH3:1][N:2]([CH3:25])[C:3]([CH2:5][CH2:6][C:7]1[C:8]([S:13]([C:16]2[CH:24]=[CH:23][CH:22]=[CH:21][C:17]=2[C:18]([OH:20])=[O:19])(=[O:15])=[O:14])=[C:9]([CH3:12])[NH:10][CH:11]=1)=[O:4].P(Cl)(Cl)(Cl)=O.CN([CH:34]=[O:35])C. (2) Given the product [Si:20]([O:19][CH2:18][CH2:17][N:1]1[CH2:7][CH2:6][CH2:5][C@H:4]([NH:8][C:9](=[O:15])[O:10][C:11]([CH3:12])([CH3:14])[CH3:13])[CH2:3][CH2:2]1)([C:23]([CH3:26])([CH3:25])[CH3:24])([CH3:22])[CH3:21], predict the reactants needed to synthesize it. The reactants are: [NH:1]1[CH2:7][CH2:6][CH2:5][C@H:4]([NH:8][C:9](=[O:15])[O:10][C:11]([CH3:14])([CH3:13])[CH3:12])[CH2:3][CH2:2]1.Br[CH2:17][CH2:18][O:19][Si:20]([C:23]([CH3:26])([CH3:25])[CH3:24])([CH3:22])[CH3:21].CCN(C(C)C)C(C)C. (3) The reactants are: [NH2:1][C:2]([NH:4][C:5]1[S:9][C:8]([C:10]2[CH:15]=[CH:14][CH:13]=[CH:12][CH:11]=2)=[N:7][C:6]=1[C:16]([NH:18][C@H:19]1[CH2:25][CH2:24][CH2:23][CH2:22][N:21](C(OC(C)(C)C)=O)[CH2:20]1)=[O:17])=[O:3]. Given the product [NH:21]1[CH2:22][CH2:23][CH2:24][CH2:25][C@H:19]([NH:18][C:16]([C:6]2[N:7]=[C:8]([C:10]3[CH:15]=[CH:14][CH:13]=[CH:12][CH:11]=3)[S:9][C:5]=2[NH:4][C:2]([NH2:1])=[O:3])=[O:17])[CH2:20]1, predict the reactants needed to synthesize it.